Dataset: Peptide-MHC class II binding affinity with 134,281 pairs from IEDB. Task: Regression. Given a peptide amino acid sequence and an MHC pseudo amino acid sequence, predict their binding affinity value. This is MHC class II binding data. (1) The MHC is DRB1_0701 with pseudo-sequence DRB1_0701. The peptide sequence is WQSGSGGVWREMHHL. The binding affinity (normalized) is 0.205. (2) The peptide sequence is FDKYGATISATPESA. The MHC is HLA-DQA10101-DQB10501 with pseudo-sequence HLA-DQA10101-DQB10501. The binding affinity (normalized) is 0. (3) The peptide sequence is HLGKLELDFNYCEGT. The MHC is DRB1_0701 with pseudo-sequence DRB1_0701. The binding affinity (normalized) is 0.140. (4) The peptide sequence is YDKRLANVSTVLTGK. The MHC is DRB1_0701 with pseudo-sequence DRB1_0701. The binding affinity (normalized) is 0.547. (5) The peptide sequence is YDKFLANVSTVLTGE. The MHC is DRB1_0101 with pseudo-sequence DRB1_0101. The binding affinity (normalized) is 0.859. (6) The binding affinity (normalized) is 0.149. The MHC is DRB1_0801 with pseudo-sequence DRB1_0801. The peptide sequence is VAFRAGLVMEAGSKVT. (7) The peptide sequence is EKKYFAATQFMPLAA. The MHC is HLA-DQA10401-DQB10402 with pseudo-sequence HLA-DQA10401-DQB10402. The binding affinity (normalized) is 0.327. (8) The peptide sequence is PPTVTIFKISKTVSE. The MHC is HLA-DPA10301-DPB10402 with pseudo-sequence HLA-DPA10301-DPB10402. The binding affinity (normalized) is 0.479. (9) The peptide sequence is SEMFMPRSIGGPVSS. The MHC is HLA-DQA10501-DQB10402 with pseudo-sequence HLA-DQA10501-DQB10402. The binding affinity (normalized) is 0.797.